From a dataset of Forward reaction prediction with 1.9M reactions from USPTO patents (1976-2016). Predict the product of the given reaction. (1) Given the reactants [OH:1][C:2]1[C:3]([O:9][CH3:10])=[C:4]([Br:8])[CH:5]=[CH:6][CH:7]=1.N1C=CN=C1.[C:16]([Si:20](Cl)([C:27]1[CH:32]=[CH:31][CH:30]=[CH:29][CH:28]=1)[C:21]1[CH:26]=[CH:25][CH:24]=[CH:23][CH:22]=1)([CH3:19])([CH3:18])[CH3:17].O, predict the reaction product. The product is: [Si:20]([O:1][C:2]1[C:3]([O:9][CH3:10])=[C:4]([Br:8])[CH:5]=[CH:6][CH:7]=1)([C:16]([CH3:19])([CH3:18])[CH3:17])([C:27]1[CH:28]=[CH:29][CH:30]=[CH:31][CH:32]=1)[C:21]1[CH:26]=[CH:25][CH:24]=[CH:23][CH:22]=1. (2) Given the reactants [F:1][CH:2]([F:13])[C:3]1[NH:8][C:7](=[O:9])[C:6]([C:10]([OH:12])=O)=[CH:5][CH:4]=1.C1N=CN(C(N2C=NC=C2)=O)C=1.[CH:26]([NH2:29])([CH3:28])[CH3:27], predict the reaction product. The product is: [F:13][CH:2]([F:1])[C:3]1[NH:8][C:7](=[O:9])[C:6]([C:10]([NH:29][CH:26]([CH3:28])[CH3:27])=[O:12])=[CH:5][CH:4]=1. (3) Given the reactants [O:1]1[CH:5]=[CH:4][CH:3]=[C:2]1[C:6]1[O:7][C:8]([CH3:39])=[C:9]([CH2:11][O:12][C:13]2[CH:38]=[CH:37][C:16]([CH2:17][O:18][C:19]3[C:23](/[CH:24]=[CH:25]/[C:26]([O:28]CC)=[O:27])=[CH:22][N:21]([C:31]4[CH:36]=[CH:35][CH:34]=[CH:33][CH:32]=4)[N:20]=3)=[CH:15][CH:14]=2)[N:10]=1.O1CCCC1.[OH-].[Na+].Cl, predict the reaction product. The product is: [O:1]1[CH:5]=[CH:4][CH:3]=[C:2]1[C:6]1[O:7][C:8]([CH3:39])=[C:9]([CH2:11][O:12][C:13]2[CH:14]=[CH:15][C:16]([CH2:17][O:18][C:19]3[C:23](/[CH:24]=[CH:25]/[C:26]([OH:28])=[O:27])=[CH:22][N:21]([C:31]4[CH:32]=[CH:33][CH:34]=[CH:35][CH:36]=4)[N:20]=3)=[CH:37][CH:38]=2)[N:10]=1. (4) Given the reactants [N:1]1([CH2:7][C:8]([O:10]CC)=[O:9])[CH2:6][CH2:5][CH2:4][CH2:3][CH2:2]1.O.[ClH:14], predict the reaction product. The product is: [ClH:14].[N:1]1([CH2:7][C:8]([OH:10])=[O:9])[CH2:6][CH2:5][CH2:4][CH2:3][CH2:2]1. (5) The product is: [CH3:30][O:33][N:23]([CH3:24])[C:13]([C:9]1[C:6]2[C:7](=[O:8])[N:2]([CH3:1])[C:3](=[O:21])[N:4]([CH2:17][CH:18]([CH3:20])[CH3:19])[C:5]=2[S:11][C:10]=1[CH2:12][C:44]1[C:43]2[C:38](=[CH:39][CH:40]=[CH:41][CH:42]=2)[NH:37][C:36]=1[CH3:35])=[O:15]. Given the reactants [CH3:1][N:2]1[C:7](=[O:8])[C:6]2[C:9]([C:13]([O:15]C)=O)=[C:10]([CH3:12])[S:11][C:5]=2[N:4]([CH2:17][CH:18]([CH3:20])[CH3:19])[C:3]1=[O:21].Br[N:23]1C(=O)CC[C:24]1=O.[C:30](=[O:33])(O)[O-].[Na+].[CH3:35][C:36]1[NH:37][C:38]2[C:43]([CH:44]=1)=[CH:42][CH:41]=[CH:40][CH:39]=2, predict the reaction product. (6) Given the reactants [F:1][C:2]1[CH:7]=[CH:6][C:5]([NH:8][C:9]2[N:13]3[CH:14]=[CH:15][N:16]=[CH:17][C:12]3=[N:11][C:10]=2[C:18]2[CH:23]=[CH:22][C:21]([F:24])=[CH:20][CH:19]=2)=[CH:4][CH:3]=1, predict the reaction product. The product is: [F:1][C:2]1[CH:3]=[CH:4][C:5]([NH:8][C:9]2[N:13]3[CH2:14][CH2:15][NH:16][CH2:17][C:12]3=[N:11][C:10]=2[C:18]2[CH:23]=[CH:22][C:21]([F:24])=[CH:20][CH:19]=2)=[CH:6][CH:7]=1. (7) Given the reactants [OH:1][CH2:2][C:3]1([CH3:19])[NH:8][CH2:7][CH2:6][N:5]([C:9]([O:11][CH2:12][C:13]2[CH:18]=[CH:17][CH:16]=[CH:15][CH:14]=2)=[O:10])[CH2:4]1.[CH3:20][C@H:21]1[CH2:30][C:29]2[C:24](=[CH:25][CH:26]=[C:27]([CH:31]3[CH2:33][O:32]3)[CH:28]=2)[C:23](=[O:34])[O:22]1, predict the reaction product. The product is: [OH:32][CH:31]([C:27]1[CH:28]=[C:29]2[C:24](=[CH:25][CH:26]=1)[C:23](=[O:34])[O:22][C@@H:21]([CH3:20])[CH2:30]2)[CH2:33][N:8]1[CH2:7][CH2:6][N:5]([C:9]([O:11][CH2:12][C:13]2[CH:18]=[CH:17][CH:16]=[CH:15][CH:14]=2)=[O:10])[CH2:4][C:3]1([CH2:2][OH:1])[CH3:19]. (8) Given the reactants [CH2:1]([N:8]([CH2:30][CH2:31][C:32]1[CH:37]=[CH:36][CH:35]=[CH:34][CH:33]=1)[C:9](=[O:29])[CH2:10][C:11]1[CH:28]=[CH:27][C:14]([CH2:15][O:16][C:17]2[CH:26]=[CH:25][CH:24]=[CH:23][C:18]=2[C:19]([O:21]C)=[O:20])=[CH:13][CH:12]=1)[CH2:2][CH2:3][CH2:4][CH2:5][CH2:6][CH3:7].[OH-].[K+], predict the reaction product. The product is: [CH2:1]([N:8]([CH2:30][CH2:31][C:32]1[CH:37]=[CH:36][CH:35]=[CH:34][CH:33]=1)[C:9](=[O:29])[CH2:10][C:11]1[CH:12]=[CH:13][C:14]([CH2:15][O:16][C:17]2[CH:26]=[CH:25][CH:24]=[CH:23][C:18]=2[C:19]([OH:21])=[O:20])=[CH:27][CH:28]=1)[CH2:2][CH2:3][CH2:4][CH2:5][CH2:6][CH3:7]. (9) Given the reactants C(OP([CH2:9][C:10]1[CH:15]=[CH:14][C:13]([N+:16]([O-:18])=[O:17])=[CH:12][C:11]=1[S:19]([O:22][CH2:23][C:24]([CH3:27])([CH3:26])[CH3:25])(=[O:21])=[O:20])(OCC)=O)C.[H-].[Na+].[N+:30]([C:33]1[CH:40]=[CH:39][C:36]([CH:37]=O)=[CH:35][CH:34]=1)([O-:32])=[O:31], predict the reaction product. The product is: [CH3:27][C:24]([CH3:25])([CH3:26])[CH2:23][O:22][S:19]([C:11]1[CH:12]=[C:13]([N+:16]([O-:18])=[O:17])[CH:14]=[CH:15][C:10]=1[CH:9]=[CH:37][C:36]1[CH:39]=[CH:40][C:33]([N+:30]([O-:32])=[O:31])=[CH:34][CH:35]=1)(=[O:20])=[O:21]. (10) The product is: [N+:10]([C:6]1[C:5]2[NH:23][CH2:22][CH2:21][NH:24][C:3](=[O:14])[C:4]=2[CH:9]=[CH:8][CH:7]=1)([O-:12])=[O:11]. Given the reactants CO[C:3](=[O:14])[C:4]1[CH:9]=[CH:8][CH:7]=[C:6]([N+:10]([O-:12])=[O:11])[C:5]=1Cl.C([O-])([O-])=O.[Na+].[Na+].[CH2:21]([NH2:24])[CH2:22][NH2:23], predict the reaction product.